Dataset: Forward reaction prediction with 1.9M reactions from USPTO patents (1976-2016). Task: Predict the product of the given reaction. (1) The product is: [OH:31][C@@H:26]1[CH2:27][CH2:28][CH2:29][CH2:30][C@H:25]1[N:19]1[CH2:18][CH2:17][CH:16]([N:8]([C:9]2[CH:10]=[CH:11][C:12]([CH3:15])=[CH:13][CH:14]=2)[C:6](=[O:7])[C:5]2[CH:22]=[CH:23][CH:24]=[C:3]([O:2][CH3:1])[CH:4]=2)[CH2:21][CH2:20]1. Given the reactants [CH3:1][O:2][C:3]1[CH:4]=[C:5]([CH:22]=[CH:23][CH:24]=1)[C:6]([N:8]([CH:16]1[CH2:21][CH2:20][NH:19][CH2:18][CH2:17]1)[C:9]1[CH:14]=[CH:13][C:12]([CH3:15])=[CH:11][CH:10]=1)=[O:7].[CH:25]12[O:31][CH:26]1[CH2:27][CH2:28][CH2:29][CH2:30]2, predict the reaction product. (2) Given the reactants [CH3:1][O:2][C:3]1[N:4]=[C:5]2[C:10](=[CH:11][CH:12]=1)[N:9]=[CH:8][CH:7]=[C:6]2[N:13]1[CH2:17][CH2:16][CH:15]([NH:18][CH2:19][CH2:20][NH2:21])[CH2:14]1.[O:22]=[C:23]1[CH2:28][O:27][C:26]2[CH:29]=[CH:30][C:31]([CH:33]=O)=[N:32][C:25]=2[NH:24]1.[BH4-].[Na+].C(=O)(O)[O-].[Na+].C(Cl)(Cl)[Cl:43], predict the reaction product. The product is: [ClH:43].[ClH:43].[CH3:1][O:2][C:3]1[N:4]=[C:5]2[C:10](=[CH:11][CH:12]=1)[N:9]=[CH:8][CH:7]=[C:6]2[N:13]1[CH2:17][CH2:16][CH:15]([NH:18][CH2:19][CH2:20][NH:21][CH2:33][C:31]2[CH:30]=[CH:29][C:26]3[O:27][CH2:28][C:23](=[O:22])[NH:24][C:25]=3[N:32]=2)[CH2:14]1. (3) The product is: [CH3:19][O:15][C:14](=[O:16])[CH2:13][C:5]1[CH:6]=[CH:7][C:8]([N+:10]([O-:12])=[O:11])=[CH:9][C:4]=1[N+:1]([O-:3])=[O:2]. Given the reactants [N+:1]([C:4]1[CH:9]=[C:8]([N+:10]([O-:12])=[O:11])[CH:7]=[CH:6][C:5]=1[CH2:13][C:14]([OH:16])=[O:15])([O-:3])=[O:2].CO.[CH3:19][Si](C=[N+]=[N-])(C)C, predict the reaction product. (4) Given the reactants C(OC(=O)C(C#N)=C1[CH2:10][C@@H:9]([CH3:11])[C@H:8](C)C1)C.[CH3:16][CH:17]([CH2:19][C@H:20]([CH2:25][NH2:26])[CH2:21][C:22]([OH:24])=O)[CH3:18].C(N(CC)CC)C.ClC(OCC(C)C)=O.[C:42]([OH:49])(=[O:48])/C=C/C(O)=O.[NH2:50][CH2:51][CH2:52][C:53]#[N:54], predict the reaction product. The product is: [C:9]([O:49][C:42](=[O:48])[NH:26][CH2:25][CH:20]([CH2:21][C:22](=[O:24])[NH:54][CH2:53][CH2:52][C:51]#[N:50])[CH2:19][CH:17]([CH3:16])[CH3:18])([CH3:8])([CH3:10])[CH3:11]. (5) Given the reactants [NH2:1][C:2]1[C:6]([Br:7])=[C:5]([C:8]2[CH:9]=[N:10][NH:11][CH:12]=2)[S:4][C:3]=1[C:13]([NH2:15])=[O:14].[F:16][C:17]([F:23])([F:22])[CH2:18][C:19](=O)[CH3:20].CC1(C)C2(CS(O)(=O)=O)C(CC1CC2)=O.[O-]S([O-])(=O)=O.[Mg+2].C([O-])(O)=O.[Na+], predict the reaction product. The product is: [Br:7][C:6]1[C:2]2[NH:1][C:19]([CH3:20])([CH2:18][C:17]([F:23])([F:22])[F:16])[NH:15][C:13](=[O:14])[C:3]=2[S:4][C:5]=1[C:8]1[CH:9]=[N:10][NH:11][CH:12]=1. (6) Given the reactants P(Br)(Br)[Br:2].[I:5][C:6]1[CH:7]=[CH:8][C:9]([CH3:14])=[C:10]([CH2:12]O)[CH:11]=1, predict the reaction product. The product is: [Br:2][CH2:12][C:10]1[CH:11]=[C:6]([I:5])[CH:7]=[CH:8][C:9]=1[CH3:14]. (7) Given the reactants C[O:2][C:3]1[CH:8]=[CH:7][CH:6]=[CH:5][C:4]=1[C:9]([C:11]1[S:12][C:13]([C:16]2[C:20]([CH3:21])=[C:19]([C:22]([F:25])([F:24])[F:23])[O:18][N:17]=2)=[CH:14][CH:15]=1)=[O:10].B(Br)(Br)Br, predict the reaction product. The product is: [OH:2][C:3]1[CH:8]=[CH:7][CH:6]=[CH:5][C:4]=1[C:9]([C:11]1[S:12][C:13]([C:16]2[C:20]([CH3:21])=[C:19]([C:22]([F:25])([F:24])[F:23])[O:18][N:17]=2)=[CH:14][CH:15]=1)=[O:10]. (8) Given the reactants Cl[C:2]1[C:3]([C:12]([F:15])([F:14])[F:13])=[CH:4][C:5]([N+:9]([O-:11])=[O:10])=[C:6]([NH2:8])[CH:7]=1.[F:16][C:17]([F:21])([F:20])[CH2:18][OH:19].[OH-].[K+].Cl, predict the reaction product. The product is: [N+:9]([C:5]1[CH:4]=[C:3]([C:12]([F:15])([F:14])[F:13])[C:2]([O:19][CH2:18][C:17]([F:21])([F:20])[F:16])=[CH:7][C:6]=1[NH2:8])([O-:11])=[O:10]. (9) Given the reactants Br[C:2]1[N:10]=[C:9]([S:11][CH2:12][C:13]2[CH:18]=[CH:17][CH:16]=[C:15]([F:19])[C:14]=2[F:20])[N:8]=[C:7]2[C:3]=1[N:4]=[C:5]([NH:21]C(=O)OCC)[NH:6]2.[NH2:27][C:28]([CH3:32])([CH3:31])[CH2:29][OH:30], predict the reaction product. The product is: [NH2:21][C:5]1[NH:6][C:7]2[C:3]([N:4]=1)=[C:2]([NH:27][C:28]([CH3:32])([CH3:31])[CH2:29][OH:30])[N:10]=[C:9]([S:11][CH2:12][C:13]1[CH:18]=[CH:17][CH:16]=[C:15]([F:19])[C:14]=1[F:20])[N:8]=2.